From a dataset of NCI-60 drug combinations with 297,098 pairs across 59 cell lines. Regression. Given two drug SMILES strings and cell line genomic features, predict the synergy score measuring deviation from expected non-interaction effect. (1) Drug 1: CC1C(C(CC(O1)OC2CC(OC(C2O)C)OC3=CC4=CC5=C(C(=O)C(C(C5)C(C(=O)C(C(C)O)O)OC)OC6CC(C(C(O6)C)O)OC7CC(C(C(O7)C)O)OC8CC(C(C(O8)C)O)(C)O)C(=C4C(=C3C)O)O)O)O. Drug 2: CC(C)CN1C=NC2=C1C3=CC=CC=C3N=C2N. Cell line: A498. Synergy scores: CSS=17.5, Synergy_ZIP=1.30, Synergy_Bliss=-0.471, Synergy_Loewe=-9.57, Synergy_HSA=-1.75. (2) Drug 1: CC1=C2C(C(=O)C3(C(CC4C(C3C(C(C2(C)C)(CC1OC(=O)C(C(C5=CC=CC=C5)NC(=O)OC(C)(C)C)O)O)OC(=O)C6=CC=CC=C6)(CO4)OC(=O)C)OC)C)OC. Drug 2: C1C(C(OC1N2C=NC(=NC2=O)N)CO)O. Cell line: SW-620. Synergy scores: CSS=47.1, Synergy_ZIP=-6.83, Synergy_Bliss=-3.69, Synergy_Loewe=1.67, Synergy_HSA=2.99. (3) Drug 1: CCCS(=O)(=O)NC1=C(C(=C(C=C1)F)C(=O)C2=CNC3=C2C=C(C=N3)C4=CC=C(C=C4)Cl)F. Drug 2: CCC(=C(C1=CC=CC=C1)C2=CC=C(C=C2)OCCN(C)C)C3=CC=CC=C3.C(C(=O)O)C(CC(=O)O)(C(=O)O)O. Cell line: CAKI-1. Synergy scores: CSS=17.5, Synergy_ZIP=-4.59, Synergy_Bliss=0.125, Synergy_Loewe=-8.75, Synergy_HSA=2.15. (4) Drug 1: C1CCN(CC1)CCOC2=CC=C(C=C2)C(=O)C3=C(SC4=C3C=CC(=C4)O)C5=CC=C(C=C5)O. Drug 2: CC1=C(N=C(N=C1N)C(CC(=O)N)NCC(C(=O)N)N)C(=O)NC(C(C2=CN=CN2)OC3C(C(C(C(O3)CO)O)O)OC4C(C(C(C(O4)CO)O)OC(=O)N)O)C(=O)NC(C)C(C(C)C(=O)NC(C(C)O)C(=O)NCCC5=NC(=CS5)C6=NC(=CS6)C(=O)NCCC[S+](C)C)O. Cell line: RPMI-8226. Synergy scores: CSS=-20.1, Synergy_ZIP=13.9, Synergy_Bliss=11.2, Synergy_Loewe=-9.18, Synergy_HSA=-6.27. (5) Drug 1: CC1=C(C(=CC=C1)Cl)NC(=O)C2=CN=C(S2)NC3=CC(=NC(=N3)C)N4CCN(CC4)CCO. Drug 2: C1=NC2=C(N1)C(=S)N=CN2. Cell line: T-47D. Synergy scores: CSS=-8.88, Synergy_ZIP=22.0, Synergy_Bliss=37.5, Synergy_Loewe=-5.42, Synergy_HSA=-0.387. (6) Drug 1: CS(=O)(=O)CCNCC1=CC=C(O1)C2=CC3=C(C=C2)N=CN=C3NC4=CC(=C(C=C4)OCC5=CC(=CC=C5)F)Cl. Drug 2: C1CN(CCN1C(=O)CCBr)C(=O)CCBr. Cell line: SK-OV-3. Synergy scores: CSS=12.0, Synergy_ZIP=-3.71, Synergy_Bliss=1.81, Synergy_Loewe=-3.95, Synergy_HSA=1.18.